The task is: Regression. Given a peptide amino acid sequence and an MHC pseudo amino acid sequence, predict their binding affinity value. This is MHC class II binding data.. This data is from Peptide-MHC class II binding affinity with 134,281 pairs from IEDB. (1) The peptide sequence is GMTGCGNTPIFKSGR. The MHC is HLA-DPA10201-DPB10501 with pseudo-sequence HLA-DPA10201-DPB10501. The binding affinity (normalized) is 0. (2) The peptide sequence is PSWASVKEDLVAYGG. The MHC is DRB1_0801 with pseudo-sequence DRB1_0801. The binding affinity (normalized) is 0.190.